The task is: Predict the product of the given reaction.. This data is from Forward reaction prediction with 1.9M reactions from USPTO patents (1976-2016). (1) Given the reactants [Cl:1][C:2]1[C:3]([C:24]2[CH:25]=[C:26]3[N:32]([CH2:33][C:34]4[CH:39]=[CH:38][CH:37]=[C:36]([F:40])[CH:35]=4)[CH:31]=[N:30][C:27]3=[N:28][CH:29]=2)=[CH:4][C:5]([NH:8][C:9]([CH:11]2[CH2:16][CH2:15][CH2:14][N:13](C(OC(C)(C)C)=O)[CH2:12]2)=[O:10])=[N:6][CH:7]=1.FC(F)(F)C(O)=O, predict the reaction product. The product is: [Cl:1][C:2]1[C:3]([C:24]2[CH:25]=[C:26]3[N:32]([CH2:33][C:34]4[CH:39]=[CH:38][CH:37]=[C:36]([F:40])[CH:35]=4)[CH:31]=[N:30][C:27]3=[N:28][CH:29]=2)=[CH:4][C:5]([NH:8][C:9]([CH:11]2[CH2:16][CH2:15][CH2:14][NH:13][CH2:12]2)=[O:10])=[N:6][CH:7]=1. (2) Given the reactants [CH3:1][N:2]1[CH2:7][CH:6]=[C:5]([C:8]2[CH:9]=[N:10][C:11]([CH3:17])=[C:12]([N+:14]([O-])=O)[CH:13]=2)[C:4]([CH3:19])([CH3:18])[CH2:3]1, predict the reaction product. The product is: [CH3:17][C:11]1[C:12]([NH2:14])=[CH:13][C:8]([CH:5]2[CH2:6][CH2:7][N:2]([CH3:1])[CH2:3][C:4]2([CH3:19])[CH3:18])=[CH:9][N:10]=1. (3) Given the reactants C(Cl)(=O)C(Cl)=O.[Br:7][C:8]1[CH:16]=[CH:15][C:11]([C:12]([OH:14])=O)=[C:10]([Cl:17])[CH:9]=1.[C:18]([O:22][C:23]([CH3:26])([CH3:25])[CH3:24])(=[O:21])[NH:19][NH2:20].C(N(CC)CC)C.Cl, predict the reaction product. The product is: [Br:7][C:8]1[CH:16]=[CH:15][C:11]([C:12]([NH:20][NH:19][C:18]([O:22][C:23]([CH3:26])([CH3:25])[CH3:24])=[O:21])=[O:14])=[C:10]([Cl:17])[CH:9]=1. (4) Given the reactants [Cl:1][C:2]1[CH:9]=[C:8]([F:10])[CH:7]=[CH:6][C:3]=1[CH:4]=O.[C:11]([OH:14])(=[O:13])[CH3:12].[F:15][C:16]1[CH:24]=[C:23]([F:25])[CH:22]=[C:21]([F:26])[C:17]=1[C:18]([NH2:20])=[NH:19].Cl.[CH2:28]([OH:30])C.[CH2:31](O)[CH3:32], predict the reaction product. The product is: [Cl:1][C:2]1[CH:9]=[C:8]([F:10])[CH:7]=[CH:6][C:3]=1[CH:4]1[C:12]([C:11]([O:14][CH2:31][CH3:32])=[O:13])=[C:28]([OH:30])[NH:20][C:18]([C:17]2[C:16]([F:15])=[CH:24][C:23]([F:25])=[CH:22][C:21]=2[F:26])=[N:19]1. (5) The product is: [CH3:27][N:28]1[CH2:33][CH2:32][N:31]([C:2]2[N:7]3[CH:8]=[C:9]([CH2:11][N:12]4[C@H:26]5[C@@H:16]([CH2:17][CH2:18][CH2:19][C:20]6[C:21]5=[N:22][CH:23]=[CH:24][CH:25]=6)[CH2:15][CH2:14][CH2:13]4)[N:10]=[C:6]3[CH:5]=[CH:4][CH:3]=2)[CH2:30][CH2:29]1. Given the reactants F[C:2]1[N:7]2[CH:8]=[C:9]([CH2:11][N:12]3[C@H:26]4[C@@H:16]([CH2:17][CH2:18][CH2:19][C:20]5[C:21]4=[N:22][CH:23]=[CH:24][CH:25]=5)[CH2:15][CH2:14][CH2:13]3)[N:10]=[C:6]2[CH:5]=[CH:4][CH:3]=1.[CH3:27][N:28]1[CH2:33][CH2:32][NH:31][CH2:30][CH2:29]1, predict the reaction product. (6) Given the reactants [CH2:1]([OH:3])[CH3:2].[CH2:4]([C@@H:6]1[O:8][CH2:7]1)[Cl:5].[C]=O.C1C[O:14][CH2:13]C1, predict the reaction product. The product is: [CH2:1]([O:3][C:13](=[O:14])[CH2:7][C@@H:6]([OH:8])[CH2:4][Cl:5])[CH3:2]. (7) Given the reactants CN(C)/[CH:3]=[CH:4]/[C:5]([C:7]1[C:15]2[C:10](=[N:11][CH:12]=[CH:13][CH:14]=2)[N:9]([CH2:16][CH3:17])[CH:8]=1)=O.Cl.[N+:20]([C:23]1[CH:24]=[C:25]([NH:29][C:30]([NH2:32])=[NH:31])[CH:26]=[CH:27][CH:28]=1)([O-:22])=[O:21], predict the reaction product. The product is: [CH2:16]([N:9]1[C:10]2=[N:11][CH:12]=[CH:13][CH:14]=[C:15]2[C:7]([C:5]2[CH:4]=[CH:3][N:32]=[C:30]([NH:29][C:25]3[CH:26]=[CH:27][CH:28]=[C:23]([N+:20]([O-:22])=[O:21])[CH:24]=3)[N:31]=2)=[CH:8]1)[CH3:17]. (8) Given the reactants [N:1]1[O:5][N:4]=[C:3]2[CH:6]=[C:7]([C:10]([N:12]3[CH2:17][CH2:16][CH:15]([OH:18])[CH2:14][CH2:13]3)=[O:11])[CH:8]=[CH:9][C:2]=12.[H-].[Na+].[CH3:21]I, predict the reaction product. The product is: [N:1]1[O:5][N:4]=[C:3]2[CH:6]=[C:7]([C:10]([N:12]3[CH2:17][CH2:16][CH:15]([O:18][CH3:21])[CH2:14][CH2:13]3)=[O:11])[CH:8]=[CH:9][C:2]=12. (9) Given the reactants P([Cl:9])(OCC)(OCC)=O.[CH3:10][C:11]1[CH:20]=[CH:19][C:18]2[C:13](=[CH:14][CH:15]=[CH:16][C:17]=2[N:21]2[CH2:26][CH2:25][N:24]([CH2:27][CH2:28][C:29]3[CH:38]=[CH:37][CH:36]=[C:35]4[C:30]=3[CH2:31][CH2:32][C:33](=O)[NH:34]4)[CH2:23][CH2:22]2)[N:12]=1.CC(C)([O-])C.[K+].[N+:46]([CH2:48][C:49]([O:51][CH2:52][CH3:53])=[O:50])#[C-:47], predict the reaction product. The product is: [ClH:9].[ClH:9].[CH3:10][C:11]1[CH:20]=[CH:19][C:18]2[C:13](=[CH:14][CH:15]=[CH:16][C:17]=2[N:21]2[CH2:22][CH2:23][N:24]([CH2:27][CH2:28][C:29]3[CH:38]=[CH:37][CH:36]=[C:35]4[C:30]=3[CH2:31][CH2:32][C:33]3[N:34]4[CH:47]=[N:46][C:48]=3[C:49]([O:51][CH2:52][CH3:53])=[O:50])[CH2:25][CH2:26]2)[N:12]=1.